From a dataset of Catalyst prediction with 721,799 reactions and 888 catalyst types from USPTO. Predict which catalyst facilitates the given reaction. (1) Reactant: [Br:1][C:2]1[CH:3]=[C:4]([CH:7]=[CH:8][C:9]=1[OH:10])[CH:5]=[O:6].[CH:11]([Si:14](Cl)([CH:18]([CH3:20])[CH3:19])[CH:15]([CH3:17])[CH3:16])([CH3:13])[CH3:12].N1C=CN=C1. Product: [Br:1][C:2]1[CH:3]=[C:4]([CH:7]=[CH:8][C:9]=1[O:10][Si:14]([CH:18]([CH3:20])[CH3:19])([CH:15]([CH3:17])[CH3:16])[CH:11]([CH3:13])[CH3:12])[CH:5]=[O:6]. The catalyst class is: 9. (2) Reactant: CN(C(ON1N=NC2C=CC=NC1=2)=[N+](C)C)C.F[P-](F)(F)(F)(F)F.CCN(C(C)C)C(C)C.[C:34]([O:38][C:39]([N:41]1[CH2:46][CH2:45][C:44]([NH2:50])([C:47](=[O:49])[NH2:48])[CH2:43][CH2:42]1)=[O:40])([CH3:37])([CH3:36])[CH3:35].[F:51][C:52]1[CH:60]=[C:59]([C:61]([F:64])([F:63])[F:62])[CH:58]=[CH:57][C:53]=1[C:54](O)=[O:55]. Product: [C:34]([O:38][C:39]([N:41]1[CH2:42][CH2:43][C:44]([C:47](=[O:49])[NH2:48])([NH:50][C:54](=[O:55])[C:53]2[CH:57]=[CH:58][C:59]([C:61]([F:62])([F:63])[F:64])=[CH:60][C:52]=2[F:51])[CH2:45][CH2:46]1)=[O:40])([CH3:37])([CH3:35])[CH3:36]. The catalyst class is: 3. (3) Reactant: C[O:2][C:3](=[O:15])[C:4]1[CH:9]=[C:8]([O:10][CH3:11])[CH:7]=[C:6]([CH:12]2[CH2:14][CH2:13]2)[CH:5]=1.[OH-].[Na+]. Product: [CH:12]1([C:6]2[CH:5]=[C:4]([CH:9]=[C:8]([O:10][CH3:11])[CH:7]=2)[C:3]([OH:15])=[O:2])[CH2:13][CH2:14]1. The catalyst class is: 219. (4) Reactant: [C:1]1([S:7](Cl)(=[O:9])=[O:8])[CH:6]=[CH:5][CH:4]=[CH:3][CH:2]=1.[NH2:11][C:12]1[CH:13]=[C:14]([C@@H:26]([OH:45])[CH2:27][NH:28][C:29]([CH3:44])([CH3:43])[CH2:30][CH2:31][N:32]2[CH:36]=[C:35]([C:37]3[CH:42]=[CH:41][CH:40]=[CH:39][CH:38]=3)[N:34]=[CH:33]2)[CH:15]=[CH:16][C:17]=1[O:18][CH2:19][C:20]1[CH:25]=[CH:24][CH:23]=[CH:22][CH:21]=1. Product: [CH2:19]([O:18][C:17]1[CH:16]=[CH:15][C:14]([C@@H:26]([OH:45])[CH2:27][NH:28][C:29]([CH3:44])([CH3:43])[CH2:30][CH2:31][N:32]2[CH:36]=[C:35]([C:37]3[CH:38]=[CH:39][CH:40]=[CH:41][CH:42]=3)[N:34]=[CH:33]2)=[CH:13][C:12]=1[NH:11][S:7]([C:1]1[CH:6]=[CH:5][CH:4]=[CH:3][CH:2]=1)(=[O:9])=[O:8])[C:20]1[CH:25]=[CH:24][CH:23]=[CH:22][CH:21]=1. The catalyst class is: 17. (5) Reactant: Cl.[NH2:2][C@@H:3]([CH2:7][C:8]1[CH:13]=[CH:12][C:11]([Br:14])=[CH:10][CH:9]=1)[CH2:4][CH2:5][OH:6].C(N(CC)C(C)C)(C)C.[C:24]([C:26]1[CH:27]=[C:28]([CH:32]=[CH:33][C:34]=1[O:35][CH:36]([CH3:38])[CH3:37])[C:29](O)=[O:30])#[N:25].CN(C(ON1N=NC2C=CC=CC1=2)=[N+](C)C)C.F[P-](F)(F)(F)(F)F. Product: [Br:14][C:11]1[CH:10]=[CH:9][C:8]([CH2:7][C@H:3]([NH:2][C:29](=[O:30])[C:28]2[CH:32]=[CH:33][C:34]([O:35][CH:36]([CH3:38])[CH3:37])=[C:26]([C:24]#[N:25])[CH:27]=2)[CH2:4][CH2:5][OH:6])=[CH:13][CH:12]=1. The catalyst class is: 3. (6) Reactant: C(O)(C(F)(F)F)=O.C(OC([N:15]1[CH2:19][C@H:18]([CH2:20][N:21]([CH:37]([CH3:39])[CH3:38])[C:22](=[O:36])[C:23]2[CH:28]=[CH:27][C:26]([O:29][CH3:30])=[C:25]([O:31][CH2:32][CH2:33][O:34][CH3:35])[CH:24]=2)[C@@H:17]([CH2:40][C:41]2[CH:46]=[CH:45][CH:44]=[CH:43][CH:42]=2)[CH2:16]1)=O)(C)(C)C. Product: [CH2:40]([C@H:17]1[CH2:16][NH:15][CH2:19][C@@H:18]1[CH2:20][N:21]([CH:37]([CH3:39])[CH3:38])[C:22](=[O:36])[C:23]1[CH:28]=[CH:27][C:26]([O:29][CH3:30])=[C:25]([O:31][CH2:32][CH2:33][O:34][CH3:35])[CH:24]=1)[C:41]1[CH:46]=[CH:45][CH:44]=[CH:43][CH:42]=1. The catalyst class is: 2. (7) Reactant: [CH:1]1[C:11]2[CH:10]=[CH:9][C:8]3[CH:12]=[CH:13][CH:14]=[CH:15][C:7]=3[C:6](=[C:16]3[CH2:21][CH2:20][N:19]([C:22](=[O:36])[CH2:23][N:24]([CH2:32][CH:33]([CH3:35])[CH3:34])C(=O)OC(C)(C)C)[CH2:18][CH2:17]3)[C:5]=2[CH:4]=[CH:3][CH:2]=1.[ClH:37].O1CCOCC1.C(=O)([O-])O.[Na+]. Product: [ClH:37].[CH:12]1[C:8]2[CH:9]=[CH:10][C:11]3[CH:1]=[CH:2][CH:3]=[CH:4][C:5]=3[C:6](=[C:16]3[CH2:17][CH2:18][N:19]([C:22](=[O:36])[CH2:23][NH:24][CH2:32][CH:33]([CH3:34])[CH3:35])[CH2:20][CH2:21]3)[C:7]=2[CH:15]=[CH:14][CH:13]=1. The catalyst class is: 12. (8) Reactant: C(OC([C:6]1[C:7]([N:15]2[CH2:20][CH2:19][C:18]([NH2:32])([CH2:21][C:22]3[CH:27]=[CH:26][C:25]([C:28]([CH3:31])([CH3:30])[CH3:29])=[CH:24][CH:23]=3)[CH2:17][CH2:16]2)=[C:8]2[CH:14]=[N:13][NH:12][C:9]2=[N:10][CH:11]=1)=O)C.O. Product: [C:28]([C:25]1[CH:26]=[CH:27][C:22]([CH2:21][C:18]2([NH2:32])[CH2:19][CH2:20][N:15]([C:7]3[CH:6]=[CH:11][N:10]=[C:9]4[NH:12][N:13]=[CH:14][C:8]=34)[CH2:16][CH2:17]2)=[CH:23][CH:24]=1)([CH3:31])([CH3:29])[CH3:30]. The catalyst class is: 500. (9) Reactant: [Mg].Br[C:3]1[CH:8]=[CH:7][CH:6]=[CH:5][C:4]=1[CH2:9][CH3:10].[CH2:11]([Si:16](OC)([O:19][CH3:20])[O:17][CH3:18])[CH2:12][CH:13]([CH3:15])[CH3:14].C([Mg]Br)CC(C)C.CO[Si](OC)(OC)OC. Product: [CH2:9]([C:4]1[CH:5]=[CH:6][CH:7]=[CH:8][C:3]=1[Si:16]([CH2:11][CH2:12][CH:13]([CH3:15])[CH3:14])([O:19][CH3:20])[O:17][CH3:18])[CH3:10]. The catalyst class is: 809. (10) Reactant: Cl.[NH2:2][C@H:3]([C:6]([OH:8])=[O:7])[CH2:4][SH:5].C([O-])(=O)C.[K+].CO.[N:16]1[C:25]2[C:20](=[CH:21][CH:22]=[CH:23][CH:24]=2)[C:19]([CH:26]=O)=[CH:18][CH:17]=1. Product: [N:16]1[C:25]2[C:20](=[CH:21][CH:22]=[CH:23][CH:24]=2)[C:19]([C@@H:26]2[NH:2][CH:3]([C:6]([OH:8])=[O:7])[CH2:4][S:5]2)=[CH:18][CH:17]=1. The catalyst class is: 6.